Dataset: Forward reaction prediction with 1.9M reactions from USPTO patents (1976-2016). Task: Predict the product of the given reaction. Given the reactants [CH:1]1[C:10]2[C:5](=[CH:6][CH:7]=[CH:8][CH:9]=2)[CH:4]=[CH:3][C:2]=1[CH2:11][O:12][CH:13]1[CH:18]([C:19]2[CH:24]=[CH:23][C:22]([CH2:25][C:26]3[O:27][C:28]([C:31]4[CH:36]=[CH:35][CH:34]=[CH:33][CH:32]=4)=[N:29][N:30]=3)=[CH:21][CH:20]=2)[CH2:17][CH2:16][N:15](C(OC(C)(C)C)=O)[CH2:14]1.[F:44][C:45]([F:50])([F:49])[C:46]([OH:48])=[O:47], predict the reaction product. The product is: [F:44][C:45]([F:50])([F:49])[C:46]([OH:48])=[O:47].[CH:1]1[C:10]2[C:5](=[CH:6][CH:7]=[CH:8][CH:9]=2)[CH:4]=[CH:3][C:2]=1[CH2:11][O:12][CH:13]1[CH:18]([C:19]2[CH:24]=[CH:23][C:22]([CH2:25][C:26]3[O:27][C:28]([C:31]4[CH:36]=[CH:35][CH:34]=[CH:33][CH:32]=4)=[N:29][N:30]=3)=[CH:21][CH:20]=2)[CH2:17][CH2:16][NH:15][CH2:14]1.